From a dataset of Kir2.1 potassium channel HTS with 301,493 compounds. Binary Classification. Given a drug SMILES string, predict its activity (active/inactive) in a high-throughput screening assay against a specified biological target. (1) The compound is Clc1ccc(SCC(=O)NCc2ccncc2)cc1. The result is 0 (inactive). (2) The molecule is O1C(CCC1)CNC(=O)Cn1c2c(o\c(c1=O)=C\c1cc(OC)ccc1)cccc2. The result is 0 (inactive).